The task is: Predict the reaction yield, written as a fraction of the theoretical maximum amount of product (1.0 means a 100% yield; for example, 0.34 means a 34% yield).. This data is from Reaction yield outcomes from USPTO patents with 853,638 reactions. (1) The reactants are Cl[CH2:2][C:3]1[CH:22]=[CH:21][C:6]([O:7][CH2:8][C:9]2[N:10]=[C:11]([C:15]3[CH:20]=[CH:19][CH:18]=[CH:17][CH:16]=3)[O:12][C:13]=2[CH3:14])=[CH:5][CH:4]=1.[OH:23][C:24]1[CH:37]=[C:36]([OH:38])[CH:35]=[CH:34][C:25]=1[C:26]([C:28]1[CH:33]=[CH:32][CH:31]=[CH:30][CH:29]=1)=[O:27].C(=O)([O-])[O-].[K+].[K+].CC(C)=O. The yield is 0.400. The catalyst is O. The product is [C:26]([C:25]1[CH:34]=[CH:35][C:36]([O:38][CH2:2][C:3]2[CH:22]=[CH:21][C:6]([O:7][CH2:8][C:9]3[N:10]=[C:11]([C:15]4[CH:20]=[CH:19][CH:18]=[CH:17][CH:16]=4)[O:12][C:13]=3[CH3:14])=[CH:5][CH:4]=2)=[CH:37][C:24]=1[OH:23])(=[O:27])[C:28]1[CH:29]=[CH:30][CH:31]=[CH:32][CH:33]=1. (2) The reactants are Br[C:2]1[C:3]([O:17][CH2:18][CH:19]2[CH2:21][CH2:20]2)=[CH:4][C:5]([C:8]2[N:12]=[C:11]([C:13]([CH3:16])([CH3:15])[CH3:14])[O:10][N:9]=2)=[N:6][CH:7]=1.[CH3:22][SH:23].[Na]. The catalyst is CN(C=O)C. The product is [C:13]([C:11]1[O:10][N:9]=[C:8]([C:5]2[CH:4]=[C:3]([O:17][CH2:18][CH:19]3[CH2:21][CH2:20]3)[C:2]([S:23][CH3:22])=[CH:7][N:6]=2)[N:12]=1)([CH3:16])([CH3:15])[CH3:14]. The yield is 0.670.